Predict the reactants needed to synthesize the given product. From a dataset of Full USPTO retrosynthesis dataset with 1.9M reactions from patents (1976-2016). (1) Given the product [CH3:21][S:18]([C:15]1[N:16]=[CH:17][C:12]([C:9]2[CH:8]=[CH:7][C:6]([O:5][CH:3]3[CH2:4][N:1]([CH2:33][C:32]([OH:35])=[O:31])[CH2:2]3)=[CH:11][CH:10]=2)=[CH:13][CH:14]=1)(=[O:20])=[O:19], predict the reactants needed to synthesize it. The reactants are: [NH:1]1[CH2:4][CH:3]([O:5][C:6]2[CH:11]=[CH:10][C:9]([C:12]3[CH:13]=[CH:14][C:15]([S:18]([CH3:21])(=[O:20])=[O:19])=[N:16][CH:17]=3)=[CH:8][CH:7]=2)[CH2:2]1.C(N(CC)CC)C.C([O:31][C:32](=[O:35])[CH2:33]Br)C. (2) Given the product [F:1][C:2]1[CH:3]=[C:4]2[C:6]([C:12](=[O:13])[C:11](=[O:20])[NH:5]2)=[CH:7][CH:8]=1, predict the reactants needed to synthesize it. The reactants are: [F:1][C:2]1[CH:3]=[C:4]([CH:6]=[CH:7][CH:8]=1)[NH2:5].O.Cl[C:11](Cl)(Cl)[CH:12]=[O:13].Cl.ON.S([O-])([O-])(=O)=[O:20].[Na+].[Na+].Cl. (3) Given the product [NH2:129][C:8]1[CH:9]=[C:10]([CH:40]=[CH:41][CH:42]=1)[O:11][C:12]1[CH:13]=[C:14]([CH:37]=[CH:38][CH:39]=1)[O:15][C:16]1[CH:17]=[C:18]([CH:19]=[CH:20][CH:21]=1)[O:22][C:23]1[CH:28]=[CH:27][CH:26]=[C:25]([O:29][C:30]2[CH:35]=[CH:34][CH:33]=[C:32]([O:51][C:50]3[CH:122]=[CH:123][CH:124]=[C:48]([O:47][C:46]4[CH:125]=[CH:126][CH:127]=[C:44]([NH2:43])[CH:45]=4)[CH:49]=3)[CH:31]=2)[CH:24]=1, predict the reactants needed to synthesize it. The reactants are: C(=O)([O-])[O-].[K+].[K+].F[C:8]1[CH:9]=[C:10]([CH:40]=[CH:41][CH:42]=1)[O:11][C:12]1[CH:13]=[C:14]([CH:37]=[CH:38][CH:39]=1)[O:15][C:16]1[CH:21]=[CH:20][CH:19]=[C:18]([O:22][C:23]2[CH:28]=[CH:27][CH:26]=[C:25]([O:29][C:30]3[CH:35]=[CH:34][CH:33]=[C:32](F)[CH:31]=3)[CH:24]=2)[CH:17]=1.[NH2:43][C:44]1[CH:45]=[C:46]([CH:125]=[CH:126][CH:127]=1)[O:47][C:48]1[CH:49]=[C:50]([CH:122]=[CH:123][CH:124]=1)[O:51]C1C=C(C2C(OC3C=CC=C(OC4C=CC=C(F)C=4)C=3)=CC=CC=2OC2C=CC=C(OC3C=CC=C(OC4C=CC=C(F)C=4)C=3)C=2C2C=CC=C(OC3C=CC=C(OC4C=CC=C(N)C=4)C=3)C=2)C=CC=1.C[N:129]1C(=O)N(C)CC1. (4) Given the product [OH:38][CH2:37][C@H:32]([NH:31][C:3](=[O:12])[C:4]1[CH:9]=[C:8]([C:23]2[CH:24]=[CH:25][C:20]([C:19]([F:30])([F:29])[F:18])=[CH:21][CH:22]=2)[C:7]([N:13]2[CH2:17][CH2:16][CH2:15][CH2:14]2)=[N:6][CH:5]=1)[CH2:33][CH:34]([CH3:36])[CH3:35], predict the reactants needed to synthesize it. The reactants are: CO[C:3](=[O:12])[C:4]1[CH:9]=[C:8](Br)[C:7](Cl)=[N:6][CH:5]=1.[NH:13]1[CH2:17][CH2:16][CH2:15][CH2:14]1.[F:18][C:19]([F:30])([F:29])[C:20]1[CH:25]=[CH:24][C:23](B(O)O)=[CH:22][CH:21]=1.[NH2:31][C@@H:32]([CH2:37][OH:38])[CH2:33][CH:34]([CH3:36])[CH3:35]. (5) Given the product [NH2:23][CH2:22][CH2:21][CH2:20][O:19][C:13]1[CH:12]=[C:11]2[C:16]([C:7]([O:6][C:5]3[CH:31]=[CH:32][C:2]([Br:1])=[CH:3][C:4]=3[F:33])=[N:8][CH:9]=[N:10]2)=[CH:15][C:14]=1[O:17][CH3:18], predict the reactants needed to synthesize it. The reactants are: [Br:1][C:2]1[CH:32]=[CH:31][C:5]([O:6][C:7]2[C:16]3[C:11](=[CH:12][C:13]([O:19][CH2:20][CH2:21][CH2:22][NH:23]C(OC(C)(C)C)=O)=[C:14]([O:17][CH3:18])[CH:15]=3)[N:10]=[CH:9][N:8]=2)=[C:4]([F:33])[CH:3]=1. (6) Given the product [CH:13]1([N:10]2[CH2:9][C:8]3([CH2:20][CH2:19]3)[C:7](=[O:21])[N:6]([CH3:22])[C:5]3[CH:4]=[N:3][C:2]([NH:23][C:24]4[CH:42]=[CH:41][C:27]([C:28]([NH:30][CH:31]5[CH2:38][C@H:37]6[N:39]([CH3:40])[C@H:33]([CH2:34][CH2:35][CH2:36]6)[CH2:32]5)=[O:29])=[CH:26][C:25]=4[F:43])=[N:12][C:11]2=3)[CH2:18][CH2:17][CH2:16][CH2:15][CH2:14]1, predict the reactants needed to synthesize it. The reactants are: Cl[C:2]1[N:3]=[CH:4][C:5]2[N:6]([CH3:22])[C:7](=[O:21])[C:8]3([CH2:20][CH2:19]3)[CH2:9][N:10]([CH:13]3[CH2:18][CH2:17][CH2:16][CH2:15][CH2:14]3)[C:11]=2[N:12]=1.[NH2:23][C:24]1[CH:42]=[CH:41][C:27]([C:28]([NH:30][CH:31]2[CH2:38][C@H:37]3[N:39]([CH3:40])[C@H:33]([CH2:34][CH2:35][CH2:36]3)[CH2:32]2)=[O:29])=[CH:26][C:25]=1[F:43].O.C1(C)C=CC(S(O)(=O)=O)=CC=1. (7) Given the product [ClH:3].[NH2:5][CH:6]1[CH2:11][CH2:10][CH2:9][CH:8]([CH2:12][CH2:13][C:14]([O:16][CH3:17])=[O:15])[CH2:7]1, predict the reactants needed to synthesize it. The reactants are: S(Cl)([Cl:3])=O.[NH2:5][CH:6]1[CH2:11][CH2:10][CH2:9][CH:8]([CH2:12][CH2:13][C:14]([OH:16])=[O:15])[CH2:7]1.[CH3:17]O.